Task: Binary Classification. Given a drug SMILES string, predict its activity (active/inactive) in a high-throughput screening assay against a specified biological target.. Dataset: M1 muscarinic receptor agonist screen with 61,833 compounds (1) The molecule is o1nc2nc(n3nc(cc3C)C)c(n3nc(cc3C)C)nc2n1. The result is 0 (inactive). (2) The result is 0 (inactive). The molecule is S(=O)(=O)(NCc1occc1)c1ccc(NC(=O)c2ccc(n3nc(cc3C)C)cc2)cc1. (3) The molecule is S=c1n(CCCN2CCCCCC2)c(=O)c2c([nH]1)ccc(N1CCOCC1)c2. The result is 0 (inactive). (4) The molecule is S(CC(=O)NCC1OCCC1)c1n(c(N)c2c(n1)nnc2C)c1ccc(OC)cc1. The result is 0 (inactive). (5) The drug is S(CCN1CCOCC1)c1oc(nn1)COc1c(OC)cccc1. The result is 0 (inactive). (6) The compound is o1c(nnc1NC(=O)c1cc(OC)c(OC)cc1)c1ccccc1. The result is 0 (inactive). (7) The compound is S(=O)(=O)(N1CCOCC1)c1sc(cc1)CC(OCC(=O)NCc1ccccc1)=O. The result is 0 (inactive). (8) The compound is O=C(Nc1cc(OC)c(OC)cc1)C1N(CCC1)c1cc(OC)c(OC)cc1. The result is 0 (inactive). (9) The compound is O=c1[nH]c(N(c2ccccc2)c2ccccc2)nc(=O)[nH]1. The result is 0 (inactive). (10) The drug is S(c1n(c2c(n(c(=O)[nH]c2=O)C)n1)Cc1cc(ccc1)C)CC(=O)Nc1ccccc1. The result is 0 (inactive).